This data is from Catalyst prediction with 721,799 reactions and 888 catalyst types from USPTO. The task is: Predict which catalyst facilitates the given reaction. (1) The catalyst class is: 35. Reactant: [CH3:1][O:2][C:3]1[CH:4]=[C:5]2[C:9](=[CH:10][C:11]=1[OH:12])[NH:8][CH:7]=[C:6]2[C:13]1[N:21]([S:22]([C:25]2[CH:30]=[CH:29][C:28]([CH3:31])=[CH:27][CH:26]=2)(=[O:24])=[O:23])[C:16]2=[N:17][CH:18]=[CH:19][CH:20]=[C:15]2[CH:14]=1.C(=O)([O-])[O-].[K+].[K+].Br[CH2:39][C:40]([O:42][CH3:43])=[O:41].C1CCCCC1.[C:50]([O:53]CC)(=[O:52])[CH3:51]. Product: [CH3:1][O:2][C:3]1[CH:4]=[C:5]2[C:9](=[CH:10][C:11]=1[O:12][CH2:51][C:50]([OH:53])=[O:52])[N:8]([CH2:39][C:40]([O:42][CH3:43])=[O:41])[CH:7]=[C:6]2[C:13]1[N:21]([S:22]([C:25]2[CH:30]=[CH:29][C:28]([CH3:31])=[CH:27][CH:26]=2)(=[O:24])=[O:23])[C:16]2=[N:17][CH:18]=[CH:19][CH:20]=[C:15]2[CH:14]=1. (2) Reactant: Br.[C:2]([C:10]1[N:11]=[C:12]2[CH:17]=[CH:16][C:15]([C:18]([OH:20])=O)=[CH:14][N:13]2[CH:21]=1)(=[O:9])[C:3]1[CH:8]=[CH:7][CH:6]=[CH:5][CH:4]=1.C[CH2:23][N:24]=[C:25]=NCCCN(C)C.Cl.C1C=CC2N(O)N=NC=2C=1.CNC. Product: [C:2]([C:10]1[N:11]=[C:12]2[CH:17]=[CH:16][C:15]([C:18]([N:24]([CH3:25])[CH3:23])=[O:20])=[CH:14][N:13]2[CH:21]=1)(=[O:9])[C:3]1[CH:4]=[CH:5][CH:6]=[CH:7][CH:8]=1. The catalyst class is: 198. (3) Reactant: [F:1][C:2]1[CH:7]=[CH:6][C:5]([C:8]2[C:13]([CH3:14])=[CH:12][C:11]([O:15][CH2:16][C@@H:17]([OH:19])[CH3:18])=[CH:10][C:9]=2[CH3:20])=[CH:4][C:3]=1[CH2:21][O:22][C:23]1[N:28]=[CH:27][C:26]2[C@@H:29]3[C@@H:32]([C:33]([O:35]CC)=[O:34])[C@@H:30]3[CH2:31][C:25]=2[CH:24]=1.[OH-].[Na+].O.Cl. Product: [F:1][C:2]1[CH:7]=[CH:6][C:5]([C:8]2[C:9]([CH3:20])=[CH:10][C:11]([O:15][CH2:16][C@@H:17]([OH:19])[CH3:18])=[CH:12][C:13]=2[CH3:14])=[CH:4][C:3]=1[CH2:21][O:22][C:23]1[N:28]=[CH:27][C:26]2[C@@H:29]3[C@@H:32]([C:33]([OH:35])=[O:34])[C@@H:30]3[CH2:31][C:25]=2[CH:24]=1. The catalyst class is: 5.